Dataset: Full USPTO retrosynthesis dataset with 1.9M reactions from patents (1976-2016). Task: Predict the reactants needed to synthesize the given product. Given the product [CH:21]1([CH:24]([C:31]2[CH:36]=[CH:35][CH:34]=[C:33]([CH2:37][O:16][C:13]3[CH:14]=[CH:15][C:10]([C:3]4[CH:4]=[C:5]([O:8][CH3:9])[CH:6]=[CH:7][C:2]=4[F:1])=[C:11]([O:17][CH2:18][O:19][CH3:20])[CH:12]=3)[CH:32]=2)[CH2:25][C:26]([O:28][CH2:29][CH3:30])=[O:27])[CH2:23][CH2:22]1, predict the reactants needed to synthesize it. The reactants are: [F:1][C:2]1[CH:7]=[CH:6][C:5]([O:8][CH3:9])=[CH:4][C:3]=1[C:10]1[CH:15]=[CH:14][C:13]([OH:16])=[CH:12][C:11]=1[O:17][CH2:18][O:19][CH3:20].[CH:21]1([CH:24]([C:31]2[CH:36]=[CH:35][CH:34]=[C:33]([CH2:37]O)[CH:32]=2)[CH2:25][C:26]([O:28][CH2:29][CH3:30])=[O:27])[CH2:23][CH2:22]1.C(P(CCCC)CCCC)CCC.N(C(N1CCCCC1)=O)=NC(N1CCCCC1)=O.